Dataset: Catalyst prediction with 721,799 reactions and 888 catalyst types from USPTO. Task: Predict which catalyst facilitates the given reaction. (1) Reactant: [Br:1][C:2]1[CH:7]=[CH:6][C:5]([C:8](=[O:17])/[CH:9]=[CH:10]/[C:11]2[CH:16]=[CH:15][CH:14]=[CH:13][CH:12]=2)=[CH:4][CH:3]=1.[N+:18]([CH3:21])([O-:20])=[O:19].C(NCC)C. Product: [Br:1][C:2]1[CH:3]=[CH:4][C:5]([C:8](=[O:17])[CH2:9][CH:10]([C:11]2[CH:12]=[CH:13][CH:14]=[CH:15][CH:16]=2)[CH2:21][N+:18]([O-:20])=[O:19])=[CH:6][CH:7]=1. The catalyst class is: 5. (2) Reactant: C[O:2][C:3]([C:5]1[C:9]([NH:10][C:11](=[O:34])[C:12]2[CH:17]=[CH:16][CH:15]=[C:14]([CH2:18][N:19]3[C:24](=[O:25])[CH:23]=[CH:22][C:21]([C:26]4[CH:27]=[N:28][N:29]([CH2:31][CH2:32][NH2:33])[CH:30]=4)=[N:20]3)[CH:13]=2)=[CH:8][N:7]([CH3:35])[N:6]=1)=[O:4].O.[OH-].[Li+:38]. Product: [Li+:38].[NH2:33][CH2:32][CH2:31][N:29]1[CH:30]=[C:26]([C:21]2[CH:22]=[CH:23][C:24](=[O:25])[N:19]([CH2:18][C:14]3[CH:13]=[C:12]([CH:17]=[CH:16][CH:15]=3)[C:11]([NH:10][C:9]3[C:5]([C:3]([O-:4])=[O:2])=[N:6][N:7]([CH3:35])[CH:8]=3)=[O:34])[N:20]=2)[CH:27]=[N:28]1. The catalyst class is: 20. (3) Reactant: [CH3:1][C:2]1[C:6](C(O)=O)=[CH:5][N:4]([C:10]2[CH:15]=[CH:14][CH:13]=[CH:12][CH:11]=2)[N:3]=1.CC[N:18]([CH2:21]C)CC.P(N=[N+]=[N-])(=O)(OC1C=CC=CC=1)[O:24]C1C=CC=CC=1.Cl.Cl.[F:44][C:45]1[CH:46]=[C:47]([C@@H:52]2[CH2:56][N:55]([CH2:57][CH2:58][O:59][CH3:60])[CH2:54][C@H:53]2[NH2:61])[CH:48]=[CH:49][C:50]=1[F:51]. Product: [F:44][C:45]1[CH:46]=[C:47]([C@@H:52]2[CH2:56][N:55]([CH2:57][CH2:58][O:59][CH3:60])[CH2:54][C@H:53]2[NH:61][C:21]([NH:18][C:6]2[C:2]([CH3:1])=[N:3][N:4]([C:10]3[CH:11]=[CH:12][CH:13]=[CH:14][CH:15]=3)[CH:5]=2)=[O:24])[CH:48]=[CH:49][C:50]=1[F:51]. The catalyst class is: 247. (4) Reactant: [F:1][C:2]1[CH:23]=[CH:22][C:5]([CH2:6][N:7]2[C:11](=[O:12])[N:10]([C:13]3[S:14][C:15]([C:19](O)=[O:20])=[C:16]([CH3:18])[N:17]=3)[CH:9]=[N:8]2)=[CH:4][CH:3]=1.O[N:25]1C2C=CC=CC=2N=N1.F[P-](F)(F)(F)(F)F.N1(OC(N(C)C)=[N+](C)C)C2N=CC=CC=2N=N1.C(N(CC)C(C)C)(C)C.[Cl-].[NH4+]. Product: [F:1][C:2]1[CH:23]=[CH:22][C:5]([CH2:6][N:7]2[C:11](=[O:12])[N:10]([C:13]3[S:14][C:15]([C:19]([NH2:25])=[O:20])=[C:16]([CH3:18])[N:17]=3)[CH:9]=[N:8]2)=[CH:4][CH:3]=1. The catalyst class is: 9. (5) Reactant: [CH3:1][S:2]([NH:5][C:6](=[O:17])[CH2:7][CH2:8][NH:9]C(=O)OC(C)(C)C)(=[O:4])=[O:3].C(O)(C(F)(F)F)=O. Product: [NH2:9][CH2:8][CH2:7][C:6]([NH:5][S:2]([CH3:1])(=[O:4])=[O:3])=[O:17]. The catalyst class is: 2.